Task: Predict the reactants needed to synthesize the given product.. Dataset: Full USPTO retrosynthesis dataset with 1.9M reactions from patents (1976-2016) (1) Given the product [CH:27]([C:17]1[CH:16]=[C:15]([C:42]#[C:41][Si:38]([CH3:40])([CH3:39])[CH3:37])[CH:20]=[CH:19][C:18]=1[CH2:21][O:22][C:23]1([CH3:26])[CH2:25][CH2:24]1)([CH3:29])[CH3:28], predict the reactants needed to synthesize it. The reactants are: FC(F)(F)S([O-])(=O)=O.FC(F)(F)S(O[C:15]1[CH:20]=[CH:19][C:18]([CH2:21][O:22][C:23]2([CH3:26])[CH2:25][CH2:24]2)=[C:17]([CH:27]([CH3:29])[CH3:28])[CH:16]=1)(=O)=O.CN(C=O)C.[CH3:37][Si:38]([C:41]#[CH:42])([CH3:40])[CH3:39]. (2) Given the product [C:36]([O:40][C:41]([N:43]1[CH2:48][C:47]2([CH2:53][CH2:52][N:51]([CH2:17][C:18]3[S:26][C:25]4[C:24]([N:27]5[CH2:32][CH2:31][O:30][CH2:29][CH2:28]5)=[N:23][C:22]([Cl:33])=[N:21][C:20]=4[CH:19]=3)[CH2:50][CH2:49]2)[O:46][CH2:45][CH2:44]1)=[O:42])([CH3:39])([CH3:37])[CH3:38], predict the reactants needed to synthesize it. The reactants are: C(OC(N1CCC2(OCCN([CH2:17][C:18]3[S:26][C:25]4[C:24]([N:27]5[CH2:32][CH2:31][O:30][CH2:29][CH2:28]5)=[N:23][C:22]([Cl:33])=[N:21][C:20]=4[CH:19]=3)C2)CC1)=O)(C)(C)C.[C:36]([O:40][C:41]([N:43]1[CH2:48][C:47]2([CH2:53][CH2:52][NH:51][CH2:50][CH2:49]2)[O:46][CH2:45][CH2:44]1)=[O:42])([CH3:39])([CH3:38])[CH3:37]. (3) Given the product [F:1][C:2]1[CH:7]=[CH:6][C:5]([C:8]2[C:17]([N:18]3[CH2:23][CH2:22][CH2:21][CH:20]([CH2:24][O:25][CH3:26])[CH2:19]3)=[N:16][C:15]3[C:10](=[CH:11][CH:12]=[C:13]([C:27]([OH:29])=[O:28])[CH:14]=3)[N:9]=2)=[CH:4][CH:3]=1, predict the reactants needed to synthesize it. The reactants are: [F:1][C:2]1[CH:7]=[CH:6][C:5]([C:8]2[C:17]([N:18]3[CH2:23][CH2:22][CH2:21][CH:20]([CH2:24][O:25][CH3:26])[CH2:19]3)=[N:16][C:15]3[C:10](=[CH:11][CH:12]=[C:13]([C:27]([O:29]C)=[O:28])[CH:14]=3)[N:9]=2)=[CH:4][CH:3]=1.[OH-].[Na+].